From a dataset of NCI-60 drug combinations with 297,098 pairs across 59 cell lines. Regression. Given two drug SMILES strings and cell line genomic features, predict the synergy score measuring deviation from expected non-interaction effect. (1) Drug 1: CC=C1C(=O)NC(C(=O)OC2CC(=O)NC(C(=O)NC(CSSCCC=C2)C(=O)N1)C(C)C)C(C)C. Drug 2: CN(CC1=CN=C2C(=N1)C(=NC(=N2)N)N)C3=CC=C(C=C3)C(=O)NC(CCC(=O)O)C(=O)O. Cell line: SK-OV-3. Synergy scores: CSS=19.1, Synergy_ZIP=-6.90, Synergy_Bliss=-3.92, Synergy_Loewe=-6.92, Synergy_HSA=-5.61. (2) Drug 1: CN1C2=C(C=C(C=C2)N(CCCl)CCCl)N=C1CCCC(=O)O.Cl. Drug 2: N.N.Cl[Pt+2]Cl. Cell line: SF-539. Synergy scores: CSS=24.8, Synergy_ZIP=0.0745, Synergy_Bliss=1.84, Synergy_Loewe=-21.2, Synergy_HSA=2.48.